This data is from Reaction yield outcomes from USPTO patents with 853,638 reactions. The task is: Predict the reaction yield, written as a fraction of the theoretical maximum amount of product (1.0 means a 100% yield; for example, 0.34 means a 34% yield). The reactants are [Cl:1][C:2]1[C:3]([F:44])=[C:4]([C@@H:8]2[C@@:27]3([C:31]4[CH:32]=[N:33][C:34]([O:36][CH3:37])=[CH:35][C:30]=4[NH:29][C:28]3=[O:38])[C@H:26]([CH2:39][C:40]([CH3:43])([CH3:42])[CH3:41])[N:10]3[CH2:11][N:12]([C:15]4[CH:23]=[CH:22][C:18]([C:19](O)=[O:20])=[CH:17][C:16]=4[O:24][CH3:25])[C:13](=[O:14])[C@@H:9]23)[CH:5]=[CH:6][CH:7]=1.[OH-].[NH4+:46]. The catalyst is C1COCC1. The product is [Cl:1][C:2]1[C:3]([F:44])=[C:4]([C@@H:8]2[C@@:27]3([C:31]4[CH:32]=[N:33][C:34]([O:36][CH3:37])=[CH:35][C:30]=4[NH:29][C:28]3=[O:38])[C@H:26]([CH2:39][C:40]([CH3:42])([CH3:41])[CH3:43])[N:10]3[CH2:11][N:12]([C:15]4[CH:23]=[CH:22][C:18]([C:19]([NH2:46])=[O:20])=[CH:17][C:16]=4[O:24][CH3:25])[C:13](=[O:14])[C@@H:9]23)[CH:5]=[CH:6][CH:7]=1. The yield is 0.680.